From a dataset of Full USPTO retrosynthesis dataset with 1.9M reactions from patents (1976-2016). Predict the reactants needed to synthesize the given product. (1) Given the product [CH:4]1([N:10]2[C:14]3[C:15](=[O:16])[NH:17][C:19]([C:20]4[CH:25]=[CH:24][CH:23]=[CH:22][C:21]=4[O:26][CH3:27])=[N:18][C:13]=3[C:12]([CH3:29])=[N:11]2)[CH2:9][CH2:8][CH2:7][CH2:6][CH2:5]1, predict the reactants needed to synthesize it. The reactants are: C(O)C.[CH:4]1([N:10]2[C:14]([C:15]([NH2:17])=[O:16])=[C:13]([NH:18][C:19](=O)[C:20]3[CH:25]=[CH:24][CH:23]=[CH:22][C:21]=3[O:26][CH3:27])[C:12]([CH3:29])=[N:11]2)[CH2:9][CH2:8][CH2:7][CH2:6][CH2:5]1.[OH-].[Na+]. (2) Given the product [Br:1][C:2]1[CH:3]=[CH:4][C:5]([C:8]([NH:62][C:55]2[CH:54]=[C:53]([C:48]3[CH:49]=[CH:50][CH:51]=[C:52]4[C:47]=3[CH:46]=[CH:45][NH:44]4)[CH:61]=[C:60]3[C:56]=2[CH:57]=[N:58][NH:59]3)=[O:10])=[N:6][CH:7]=1, predict the reactants needed to synthesize it. The reactants are: [Br:1][C:2]1[CH:3]=[CH:4][C:5]([C:8]([OH:10])=O)=[N:6][CH:7]=1.CN(C(ON1N=NC2C=CC=NC1=2)=[N+](C)C)C.F[P-](F)(F)(F)(F)F.CCN(C(C)C)C(C)C.[NH:44]1[C:52]2[C:47](=[C:48]([C:53]3[CH:54]=[C:55]([NH2:62])[C:56]4[CH:57]=[N:58][NH:59][C:60]=4[CH:61]=3)[CH:49]=[CH:50][CH:51]=2)[CH:46]=[CH:45]1.